This data is from Forward reaction prediction with 1.9M reactions from USPTO patents (1976-2016). The task is: Predict the product of the given reaction. Given the reactants [Cl:1][C:2]1[CH:3]=[C:4]([N:17]2[C:22](=[O:23])[NH:21][C:20](=[O:24])[CH:19]=[N:18]2)[CH:5]=[CH:6][C:7]=1[CH:8](Cl)[C:9]1[CH:14]=[CH:13][C:12]([Cl:15])=[CH:11][CH:10]=1.[SH:25][C:26]1[CH:31]=[CH:30][CH:29]=[CH:28][N:27]=1.N12CCCN=C1CCCCC2.[OH-].[Na+], predict the reaction product. The product is: [Cl:1][C:2]1[CH:3]=[C:4]([N:17]2[C:22](=[O:23])[NH:21][C:20](=[O:24])[CH:19]=[N:18]2)[CH:5]=[CH:6][C:7]=1[CH:8]([C:9]1[CH:14]=[CH:13][C:12]([Cl:15])=[CH:11][CH:10]=1)[S:25][C:26]1[CH:31]=[CH:30][CH:29]=[CH:28][N:27]=1.